Dataset: Forward reaction prediction with 1.9M reactions from USPTO patents (1976-2016). Task: Predict the product of the given reaction. (1) The product is: [CH2:23]([C:27]1[S:28][CH:29]=[C:30]([C:32]([N:34]2[CH2:39][C:38]3([CH2:40][CH2:41][N:42]([CH2:45][C:46]4[C:47]([F:55])=[C:48]([CH2:52][CH:53]=[O:54])[CH:49]=[CH:50][CH:51]=4)[CH2:43][CH2:44]3)[O:37][CH2:36][CH2:35]2)=[O:33])[N:31]=1)[CH2:24][CH2:25][CH3:26]. Given the reactants CC(OI1(OC(C)=O)(OC(C)=O)OC(=O)C2C=CC=CC1=2)=O.[CH2:23]([C:27]1[S:28][CH:29]=[C:30]([C:32]([N:34]2[CH2:39][C:38]3([CH2:44][CH2:43][N:42]([CH2:45][C:46]4[CH:51]=[CH:50][CH:49]=[C:48]([CH2:52][CH2:53][OH:54])[C:47]=4[F:55])[CH2:41][CH2:40]3)[O:37][CH2:36][CH2:35]2)=[O:33])[N:31]=1)[CH2:24][CH2:25][CH3:26].FC(F)(F)C(O)=O.S([O-])([O-])(=O)=S.[Na+].[Na+].C(=O)(O)[O-].[Na+], predict the reaction product. (2) Given the reactants C(OC([N:11]1[CH2:16][CH2:15][CH:14]([C:17]2[CH:21]=[C:20]([C:22]3[CH:27]=[CH:26][C:25]([CH3:28])=[CH:24][CH:23]=3)[N:19]([C:29]3[CH:34]=[CH:33][C:32]([O:35][CH3:36])=[CH:31][CH:30]=3)[N:18]=2)[CH2:13][CH2:12]1)=O)C1C=CC=CC=1, predict the reaction product. The product is: [CH3:36][O:35][C:32]1[CH:33]=[CH:34][C:29]([N:19]2[C:20]([C:22]3[CH:27]=[CH:26][C:25]([CH3:28])=[CH:24][CH:23]=3)=[CH:21][C:17]([CH:14]3[CH2:15][CH2:16][NH:11][CH2:12][CH2:13]3)=[N:18]2)=[CH:30][CH:31]=1.